From a dataset of Catalyst prediction with 721,799 reactions and 888 catalyst types from USPTO. Predict which catalyst facilitates the given reaction. (1) Reactant: [CH3:1][O:2][C:3]1[CH:4]=[C:5]2[C:10](=[CH:11][CH:12]=1)[CH:9]=[C:8]([C:13]1[N:14]=[C:15]([C:24]([CH3:28])([CH3:27])[CH2:25][NH2:26])[NH:16][C:17]=1[C:18]1[CH:23]=[CH:22][N:21]=[CH:20][CH:19]=1)[CH:7]=[CH:6]2.CCN(C(C)C)C(C)C.[CH2:38]([N:40]=[C:41]=[O:42])[CH3:39]. Product: [CH2:38]([NH:40][C:41]([NH:26][CH2:25][C:24]([C:15]1[NH:16][C:17]([C:18]2[CH:23]=[CH:22][N:21]=[CH:20][CH:19]=2)=[C:13]([C:8]2[CH:7]=[CH:6][C:5]3[C:10](=[CH:11][CH:12]=[C:3]([O:2][CH3:1])[CH:4]=3)[CH:9]=2)[N:14]=1)([CH3:28])[CH3:27])=[O:42])[CH3:39]. The catalyst class is: 46. (2) Reactant: Cl.[CH3:2][O:3][C:4]1[CH:9]=[CH:8][C:7]([NH:10][NH2:11])=[CH:6][CH:5]=1.C(N(CC)CC)C.[CH2:19]([O:26][CH2:27][C:28]1([C:38]#[C:39][C:40]([C:42]2[CH:47]=[CH:46][C:45]([CH3:48])=[CH:44][CH:43]=2)=O)[CH2:37][CH2:36][C:31]2([O:35][CH2:34][CH2:33][O:32]2)[CH2:30][CH2:29]1)[C:20]1[CH:25]=[CH:24][CH:23]=[CH:22][CH:21]=1. Product: [CH2:19]([O:26][CH2:27][C:28]1([C:38]2[CH:39]=[C:40]([C:42]3[CH:43]=[CH:44][C:45]([CH3:48])=[CH:46][CH:47]=3)[N:10]([C:7]3[CH:8]=[CH:9][C:4]([O:3][CH3:2])=[CH:5][CH:6]=3)[N:11]=2)[CH2:29][CH2:30][C:31]2([O:32][CH2:33][CH2:34][O:35]2)[CH2:36][CH2:37]1)[C:20]1[CH:21]=[CH:22][CH:23]=[CH:24][CH:25]=1. The catalyst class is: 8. (3) Reactant: [C:1]12([C:11]3[CH:12]=[C:13](B4OCC(C)(C)CO4)[CH:14]=[CH:15][C:16]=3[O:17][CH3:18])[CH2:10][CH:5]3[CH2:6][CH:7]([CH2:9][CH:3]([CH2:4]3)[CH2:2]1)[CH2:8]2.FC(F)(F)S(O[C:33]1[CH:42]=[CH:41][C:40]2[C:35](=[CH:36][CH:37]=[C:38]([Br:43])[CH:39]=2)[CH:34]=1)(=O)=O.[O-]P([O-])([O-])=O.[K+].[K+].[K+].C1COCC1. Product: [C:1]12([C:11]3[CH:12]=[C:13]([C:33]4[CH:34]=[C:35]5[C:40](=[CH:41][CH:42]=4)[CH:39]=[C:38]([Br:43])[CH:37]=[CH:36]5)[CH:14]=[CH:15][C:16]=3[O:17][CH3:18])[CH2:2][CH:3]3[CH2:4][CH:5]([CH2:6][CH:7]([CH2:9]3)[CH2:8]1)[CH2:10]2. The catalyst class is: 103. (4) Reactant: [CH3:1][N:2]1[C:7](=[O:8])[C:6]([N:9]2[CH2:14][CH2:13][O:12][CH2:11][CH2:10]2)=[C:5]2[C:15](=[O:19])[NH:16][C:17](=S)[C:4]2=[C:3]1CCC1C=CC2C(=CC=CC=2)N=1.[CH2:32]1[CH2:36]O[CH2:34][CH2:33]1.[CH3:37][CH2:38]O. Product: [CH3:1][N:2]1[C:7](=[O:8])[C:6]([N:9]2[CH2:14][CH2:13][O:12][CH2:11][CH2:10]2)=[C:5]2[C:15](=[O:19])[N:16]([CH2:34][CH2:33][C:32]3[CH:36]=[CH:37][C:38]4[C:3](=[CH:4][CH:5]=[CH:6][CH:7]=4)[N:2]=3)[CH2:17][C:4]2=[CH:3]1. The catalyst class is: 181.